Dataset: Reaction yield outcomes from USPTO patents with 853,638 reactions. Task: Predict the reaction yield, written as a fraction of the theoretical maximum amount of product (1.0 means a 100% yield; for example, 0.34 means a 34% yield). (1) The reactants are [NH2:1][C:2]1[CH:3]=[CH:4][C:5]([Cl:22])=[C:6]([C:8]2[C:19](=[O:20])[N:18]([CH3:21])[C:11]3[N:12]=[C:13](SC)[N:14]=[CH:15][C:10]=3[CH:9]=2)[CH:7]=1.C1C=C(Cl)C=C(C(OO)=O)C=1.[CH3:34][NH2:35]. No catalyst specified. The product is [NH2:1][C:2]1[CH:3]=[CH:4][C:5]([Cl:22])=[C:6]([C:8]2[C:19](=[O:20])[N:18]([CH3:21])[C:11]3[N:12]=[C:13]([NH:35][CH3:34])[N:14]=[CH:15][C:10]=3[CH:9]=2)[CH:7]=1. The yield is 0.800. (2) The reactants are C([Li])CCC.[CH3:6][C:7]#[N:8].C([O:11][C:12](=O)[CH2:13][C:14]1[CH:19]=[CH:18][C:17]([O:20][CH2:21][CH2:22][O:23][CH3:24])=[C:16]([O:25][CH3:26])[CH:15]=1)C.[NH4+].[Cl-]. The catalyst is C1COCC1.O. The product is [CH3:26][O:25][C:16]1[CH:15]=[C:14]([CH2:13][C:12](=[O:11])[CH2:6][C:7]#[N:8])[CH:19]=[CH:18][C:17]=1[O:20][CH2:21][CH2:22][O:23][CH3:24]. The yield is 0.750. (3) The reactants are [CH3:1][N:2]1[C:6]([C:7]2[CH:8]=[C:9]([C:12]([O:14]C)=[O:13])[O:10][CH:11]=2)=[CH:5][CH:4]=[N:3]1.[OH-].[Na+]. The catalyst is O1CCCC1. The product is [CH3:1][N:2]1[C:6]([C:7]2[CH:8]=[C:9]([C:12]([OH:14])=[O:13])[O:10][CH:11]=2)=[CH:5][CH:4]=[N:3]1. The yield is 0.470. (4) The reactants are [NH2:1][C:2]1[CH:3]=[C:4]([OH:12])[C:5](=[CH:10][CH:11]=1)[C:6]([O:8][CH3:9])=[O:7].[CH:13]1[C:22]2[C:17](=[CH:18][CH:19]=[CH:20][CH:21]=2)[CH:16]=[CH:15][C:14]=1[S:23](Cl)(=[O:25])=[O:24]. No catalyst specified. The product is [OH:12][C:4]1[CH:3]=[C:2]([NH:1][S:23]([C:14]2[CH:15]=[CH:16][C:17]3[C:22](=[CH:21][CH:20]=[CH:19][CH:18]=3)[CH:13]=2)(=[O:25])=[O:24])[CH:11]=[CH:10][C:5]=1[C:6]([O:8][CH3:9])=[O:7]. The yield is 0.720. (5) The reactants are [CH3:1][C:2]1[NH:3][CH:4]=[CH:5][N:6]=1.C([O-])([O-])=O.[K+].[K+].[CH2:13]([O:15][C:16](=[O:19])[CH2:17]Br)[CH3:14]. The catalyst is C1COCC1. The product is [CH2:13]([O:15][C:16](=[O:19])[CH2:17][N:3]1[CH:4]=[CH:5][N:6]=[C:2]1[CH3:1])[CH3:14]. The yield is 0.560. (6) The reactants are [NH:1]([S:8]([C:11]1[CH:16]=[CH:15][C:14]([N:17]2[CH2:23][CH2:22][CH2:21][N:20](C(OC(C)(C)C)=O)[CH2:19][CH2:18]2)=[C:13]([NH:31][S:32]([CH3:35])(=[O:34])=[O:33])[CH:12]=1)(=[O:10])=[O:9])[C:2]1[CH:7]=[CH:6][CH:5]=[CH:4][CH:3]=1.CCOCC.[ClH:41]. The catalyst is CO. The product is [ClH:41].[N:17]1([C:14]2[CH:15]=[CH:16][C:11]([S:8]([NH:1][C:2]3[CH:7]=[CH:6][CH:5]=[CH:4][CH:3]=3)(=[O:10])=[O:9])=[CH:12][C:13]=2[NH:31][S:32]([CH3:35])(=[O:33])=[O:34])[CH2:23][CH2:22][CH2:21][NH:20][CH2:19][CH2:18]1. The yield is 0.480. (7) The reactants are Br[C:2]1[CH:9]=[C:6]([CH:7]=[O:8])[C:5]([OH:10])=[CH:4][CH:3]=1.C1(C)C=CC=CC=1P(C1C=CC=CC=1C)C1C=CC=CC=1C.[CH2:33]=[CH:34][C:35]1[CH:40]=[CH:39][CH:38]=[CH:37][CH:36]=1.Cl. The catalyst is C([O-])(=O)C.[Pd+2].C([O-])(=O)C.C(N(CC)CC)C. The product is [CH:33]([C:2]1[CH:9]=[C:6]([CH:7]=[O:8])[C:5]([OH:10])=[CH:4][CH:3]=1)=[CH:34][C:35]1[CH:40]=[CH:39][CH:38]=[CH:37][CH:36]=1. The yield is 0.273.